Dataset: Acute oral toxicity (LD50) regression data from Zhu et al.. Task: Regression/Classification. Given a drug SMILES string, predict its toxicity properties. Task type varies by dataset: regression for continuous values (e.g., LD50, hERG inhibition percentage) or binary classification for toxic/non-toxic outcomes (e.g., AMES mutagenicity, cardiotoxicity, hepatotoxicity). Dataset: ld50_zhu. (1) The molecule is C=C(C)C(=O)OCC(=O)OCC. The rat oral LD50 is 1.34, given as -log10 of the dose in mol/kg body weight (higher means more acutely toxic). (2) The molecule is CC(C)(C)C(O)C(Cc1ccc(Cl)cc1Cl)n1cncn1. The rat oral LD50 is 1.91, given as -log10 of the dose in mol/kg body weight (higher means more acutely toxic).